From a dataset of Catalyst prediction with 721,799 reactions and 888 catalyst types from USPTO. Predict which catalyst facilitates the given reaction. (1) Reactant: C1C=CC(P(C2C(C3C(P(C4C=CC=CC=4)C4C=CC=CC=4)=CC=C4C=3C=CC=C4)=C3C(C=CC=C3)=CC=2)C2C=CC=CC=2)=CC=1.[C:47]([O:51][C:52]([N:54]1[CH2:59][CH2:58][C:57]2([CH2:64][CH2:63][NH:62][CH2:61][CH2:60]2)[CH2:56][CH2:55]1)=[O:53])([CH3:50])([CH3:49])[CH3:48].Br[C:66]1[CH:71]=[CH:70][C:69]([F:72])=[CH:68][CH:67]=1. Product: [C:47]([O:51][C:52]([N:54]1[CH2:59][CH2:58][C:57]2([CH2:64][CH2:63][N:62]([C:66]3[CH:71]=[CH:70][C:69]([F:72])=[CH:68][CH:67]=3)[CH2:61][CH2:60]2)[CH2:56][CH2:55]1)=[O:53])([CH3:50])([CH3:48])[CH3:49]. The catalyst class is: 101. (2) The catalyst class is: 10. Product: [Cl:1][C:2]1[N:3]=[C:4]([Cl:11])[C:5]2[CH:10]=[CH:9][N:8]([CH2:15][CH2:16][F:17])[C:6]=2[N:7]=1. Reactant: [Cl:1][C:2]1[N:3]=[C:4]([Cl:11])[C:5]2[CH:10]=[CH:9][NH:8][C:6]=2[N:7]=1.[H-].[Na+].Br[CH2:15][CH2:16][F:17].O. (3) Reactant: [S:1]1[CH:5]=[CH:4][CH:3]=[C:2]1[CH2:6][CH2:7][NH2:8].[CH3:9][C:10]([CH3:15])([CH3:14])[C:11](Cl)=[O:12].C(O)C(N)(CO)CO. Product: [CH3:9][C:10]([CH3:15])([CH3:14])[C:11]([NH:8][CH2:7][CH2:6][C:2]1[S:1][CH:5]=[CH:4][CH:3]=1)=[O:12]. The catalyst class is: 2.